This data is from Retrosynthesis with 50K atom-mapped reactions and 10 reaction types from USPTO. The task is: Predict the reactants needed to synthesize the given product. (1) Given the product CCCCc1ccc(CN(Cc2cccc(CC(=O)OC)c2)S(=O)(=O)c2cn(C)cn2)cc1, predict the reactants needed to synthesize it. The reactants are: CCCCc1ccc(CNCc2cccc(CC(=O)OC)c2)cc1.Cn1cnc(S(=O)(=O)Cl)c1. (2) Given the product CCS(=O)(=O)N[C@@H]1CCC2(C[C@H]1COc1ccc(-n3cccn3)cc1)OCCO2, predict the reactants needed to synthesize it. The reactants are: CCS(=O)(=O)NC1CCC2(CC1CO)OCCO2.Oc1ccc(-n2cccn2)cc1. (3) Given the product CC(C)(C)OC(=O)N1CCOc2ccc(C=O)cc21, predict the reactants needed to synthesize it. The reactants are: CC(C)(C)OC(=O)N1CCOc2ccc(Br)cc21.CN(C)C=O. (4) Given the product OC1([C@H]2CC[C@@H](c3cc(F)c(F)c(F)c3)N2)CC1, predict the reactants needed to synthesize it. The reactants are: OC1([C@H]2CC[C@@H](c3cc(F)c(F)c(F)c3)N2Cc2ccccc2)CC1. (5) Given the product Cc1n[nH]c2nccc(Oc3ccc(N4Cc5ccccc5NC4=O)cc3F)c12, predict the reactants needed to synthesize it. The reactants are: COc1ccc(Cn2nc(C)c3c(Oc4ccc(N5Cc6ccccc6NC5=O)cc4F)ccnc32)cc1. (6) The reactants are: COC(=O)c1sccc1N.O=S(=O)(Cl)c1ccccc1F. Given the product COC(=O)c1sccc1NS(=O)(=O)c1ccccc1F, predict the reactants needed to synthesize it. (7) Given the product [N-]=[N+]=NCc1ccc(F)cc1C(=O)N1CCOCC1, predict the reactants needed to synthesize it. The reactants are: O=C(c1cc(F)ccc1CBr)N1CCOCC1.[N-]=[N+]=[N-].